Dataset: Full USPTO retrosynthesis dataset with 1.9M reactions from patents (1976-2016). Task: Predict the reactants needed to synthesize the given product. Given the product [NH2:19][C@H:16]1[CH2:17][CH2:18][C@H:14]([C:12]2[O:11][N:10]=[C:9]([CH:8]([C:5]3[CH:6]=[CH:7][C:2]([CH3:1])=[CH:3][CH:4]=3)[OH:27])[N:13]=2)[CH2:15]1, predict the reactants needed to synthesize it. The reactants are: [CH3:1][C:2]1[CH:7]=[CH:6][C:5]([CH:8]([O:27]C2CCCCO2)[C:9]2[N:13]=[C:12]([C@H:14]3[CH2:18][CH2:17][C@H:16]([NH:19]C(=O)OC(C)(C)C)[CH2:15]3)[O:11][N:10]=2)=[CH:4][CH:3]=1.FC(F)(F)C(O)=O.